This data is from Reaction yield outcomes from USPTO patents with 853,638 reactions. The task is: Predict the reaction yield, written as a fraction of the theoretical maximum amount of product (1.0 means a 100% yield; for example, 0.34 means a 34% yield). (1) The reactants are [C:1]1(=[O:11])[NH:5][C:4](=[O:6])[C:3]2=[CH:7][CH:8]=[CH:9][CH:10]=[C:2]12.C1(P(C2C=CC=CC=2)C2C=CC=CC=2)C=CC=CC=1.[CH3:31][Si:32]([CH3:45])([CH3:44])[CH2:33][CH2:34][O:35][CH2:36][N:37]1[CH:41]=[CH:40][N:39]=[C:38]1[CH2:42]O. The catalyst is C1COCC1. The product is [CH3:31][Si:32]([CH3:44])([CH3:45])[CH2:33][CH2:34][O:35][CH2:36][N:37]1[CH:41]=[CH:40][N:39]=[C:38]1[CH2:42][N:5]1[C:1](=[O:11])[C:2]2[C:3](=[CH:7][CH:8]=[CH:9][CH:10]=2)[C:4]1=[O:6]. The yield is 0.510. (2) The reactants are [C:1]([C:5]1[CH:10]=[C:9]([C:11]([F:14])([F:13])[F:12])[C:8]([N+:15]([O-])=O)=[CH:7][C:6]=1[O:18][CH3:19])([CH3:4])([CH3:3])[CH3:2].C([O-])=O.[NH4+]. The catalyst is CCO.[Pd]. The product is [C:1]([C:5]1[CH:10]=[C:9]([C:11]([F:14])([F:12])[F:13])[C:8]([NH2:15])=[CH:7][C:6]=1[O:18][CH3:19])([CH3:4])([CH3:2])[CH3:3]. The yield is 0.950. (3) The reactants are Br[C:2]1[CH:3]=[CH:4][C:5]([O:8][C:9]2[CH:14]=[CH:13][C:12]([CH2:15][CH2:16][CH3:17])=[CH:11][C:10]=2[O:18][CH3:19])=[N:6][CH:7]=1.[CH2:20]([OH:24])[CH2:21][C:22]#[CH:23].C([O-])([O-])=O.[K+].[K+].C1(P(C2C=CC=CC=2)C2C=CC=CC=2)C=CC=CC=1. The catalyst is COCCOC.[Pd].[Cu]I. The product is [CH3:19][O:18][C:10]1[CH:11]=[C:12]([CH2:15][CH2:16][CH3:17])[CH:13]=[CH:14][C:9]=1[O:8][C:5]1[N:6]=[CH:7][C:2]([C:23]#[C:22][CH2:21][CH2:20][OH:24])=[CH:3][CH:4]=1. The yield is 0.420. (4) The reactants are [CH3:1][N:2]([CH3:28])[C:3]1[NH:4][C:5](=[O:27])[C:6]([CH2:12][C:13]2[CH:18]=[CH:17][C:16]([C:19]3[C:20]([C:25]#[N:26])=[CH:21][CH:22]=[CH:23][CH:24]=3)=[CH:15][CH:14]=2)=[C:7]([CH2:9][CH2:10][CH3:11])[N:8]=1.[CH3:29][C:30]1([CH3:42])[CH2:34][C:33]2[CH:35]=[C:36](B(O)O)[CH:37]=[CH:38][C:32]=2[O:31]1.C(N(CC)CC)C.N1C=CC=CC=1. The catalyst is ClCCl.C(OCC)(=O)C.C([O-])(=O)C.[Cu+2].C([O-])(=O)C. The product is [CH3:28][N:2]([CH3:1])[C:3]1[N:4]([C:36]2[CH:37]=[CH:38][C:32]3[O:31][C:30]([CH3:29])([CH3:42])[CH2:34][C:33]=3[CH:35]=2)[C:5](=[O:27])[C:6]([CH2:12][C:13]2[CH:18]=[CH:17][C:16]([C:19]3[C:20]([C:25]#[N:26])=[CH:21][CH:22]=[CH:23][CH:24]=3)=[CH:15][CH:14]=2)=[C:7]([CH2:9][CH2:10][CH3:11])[N:8]=1. The yield is 0.110. (5) The reactants are [CH2:1]([O:8][C:9]1[CH:10]=[C:11]2[C:16](=[CH:17][CH:18]=1)[CH:15]([C:19]1[CH:24]=[CH:23][C:22]([O:25][CH2:26][CH2:27][N:28]3[CH2:32][CH2:31][CH2:30][CH2:29]3)=[CH:21][CH:20]=1)[N:14](C(=O)C(F)(F)F)[CH2:13][CH2:12]2)[C:2]1[CH:7]=[CH:6][CH:5]=[CH:4][CH:3]=1.C([O-])([O-])=O.[K+].[K+].CCOC(C)=O.CO. The catalyst is CO. The product is [CH2:1]([O:8][C:9]1[CH:10]=[C:11]2[C:16](=[CH:17][CH:18]=1)[CH:15]([C:19]1[CH:24]=[CH:23][C:22]([O:25][CH2:26][CH2:27][N:28]3[CH2:32][CH2:31][CH2:30][CH2:29]3)=[CH:21][CH:20]=1)[NH:14][CH2:13][CH2:12]2)[C:2]1[CH:3]=[CH:4][CH:5]=[CH:6][CH:7]=1. The yield is 0.950.